From a dataset of NCI-60 drug combinations with 297,098 pairs across 59 cell lines. Regression. Given two drug SMILES strings and cell line genomic features, predict the synergy score measuring deviation from expected non-interaction effect. (1) Drug 1: CC1=C2C(C(=O)C3(C(CC4C(C3C(C(C2(C)C)(CC1OC(=O)C(C(C5=CC=CC=C5)NC(=O)OC(C)(C)C)O)O)OC(=O)C6=CC=CC=C6)(CO4)OC(=O)C)OC)C)OC. Drug 2: CCC1(C2=C(COC1=O)C(=O)N3CC4=CC5=C(C=CC(=C5CN(C)C)O)N=C4C3=C2)O.Cl. Cell line: U251. Synergy scores: CSS=51.6, Synergy_ZIP=-6.52, Synergy_Bliss=-5.63, Synergy_Loewe=-4.79, Synergy_HSA=-0.990. (2) Drug 1: CC1C(C(=O)NC(C(=O)N2CCCC2C(=O)N(CC(=O)N(C(C(=O)O1)C(C)C)C)C)C(C)C)NC(=O)C3=C4C(=C(C=C3)C)OC5=C(C(=O)C(=C(C5=N4)C(=O)NC6C(OC(=O)C(N(C(=O)CN(C(=O)C7CCCN7C(=O)C(NC6=O)C(C)C)C)C)C(C)C)C)N)C. Drug 2: CN(CC1=CN=C2C(=N1)C(=NC(=N2)N)N)C3=CC=C(C=C3)C(=O)NC(CCC(=O)O)C(=O)O. Cell line: HOP-62. Synergy scores: CSS=9.15, Synergy_ZIP=-6.69, Synergy_Bliss=-4.13, Synergy_Loewe=1.64, Synergy_HSA=0.110. (3) Drug 1: CCC1(CC2CC(C3=C(CCN(C2)C1)C4=CC=CC=C4N3)(C5=C(C=C6C(=C5)C78CCN9C7C(C=CC9)(C(C(C8N6C)(C(=O)OC)O)OC(=O)C)CC)OC)C(=O)OC)O.OS(=O)(=O)O. Drug 2: N.N.Cl[Pt+2]Cl. Cell line: MDA-MB-435. Synergy scores: CSS=22.1, Synergy_ZIP=-1.80, Synergy_Bliss=3.24, Synergy_Loewe=1.19, Synergy_HSA=7.01. (4) Drug 1: CC12CCC(CC1=CCC3C2CCC4(C3CC=C4C5=CN=CC=C5)C)O. Drug 2: CC1C(C(CC(O1)OC2CC(CC3=C2C(=C4C(=C3O)C(=O)C5=C(C4=O)C(=CC=C5)OC)O)(C(=O)CO)O)N)O.Cl. Cell line: NCIH23. Synergy scores: CSS=47.6, Synergy_ZIP=2.22, Synergy_Bliss=4.60, Synergy_Loewe=-8.53, Synergy_HSA=5.05. (5) Drug 1: C#CCC(CC1=CN=C2C(=N1)C(=NC(=N2)N)N)C3=CC=C(C=C3)C(=O)NC(CCC(=O)O)C(=O)O. Drug 2: C1CNP(=O)(OC1)N(CCCl)CCCl. Cell line: SF-268. Synergy scores: CSS=-2.41, Synergy_ZIP=0.982, Synergy_Bliss=-0.201, Synergy_Loewe=-3.32, Synergy_HSA=-2.81. (6) Drug 1: C1CN1P(=S)(N2CC2)N3CC3. Drug 2: CC1=C(N=C(N=C1N)C(CC(=O)N)NCC(C(=O)N)N)C(=O)NC(C(C2=CN=CN2)OC3C(C(C(C(O3)CO)O)O)OC4C(C(C(C(O4)CO)O)OC(=O)N)O)C(=O)NC(C)C(C(C)C(=O)NC(C(C)O)C(=O)NCCC5=NC(=CS5)C6=NC(=CS6)C(=O)NCCC[S+](C)C)O. Cell line: TK-10. Synergy scores: CSS=8.17, Synergy_ZIP=-5.84, Synergy_Bliss=-1.53, Synergy_Loewe=-5.34, Synergy_HSA=-2.08. (7) Drug 1: CS(=O)(=O)C1=CC(=C(C=C1)C(=O)NC2=CC(=C(C=C2)Cl)C3=CC=CC=N3)Cl. Drug 2: C1CCC(C(C1)N)N.C(=O)(C(=O)[O-])[O-].[Pt+4]. Cell line: NCIH23. Synergy scores: CSS=17.6, Synergy_ZIP=-1.38, Synergy_Bliss=0.624, Synergy_Loewe=-10.7, Synergy_HSA=1.14.